The task is: Predict the product of the given reaction.. This data is from Forward reaction prediction with 1.9M reactions from USPTO patents (1976-2016). Given the reactants C([O:3][C:4]([C:6]1[CH:15]=[C:14]([O:16][CH2:17][CH3:18])[C:9]2[NH:10][C:11](=[O:13])[O:12][C:8]=2[CH:7]=1)=O)C.[H-].C([Al+]CC(C)C)C(C)C, predict the reaction product. The product is: [CH2:17]([O:16][C:14]1[C:9]2[NH:10][C:11](=[O:13])[O:12][C:8]=2[CH:7]=[C:6]([CH2:4][OH:3])[CH:15]=1)[CH3:18].